Predict the product of the given reaction. From a dataset of Forward reaction prediction with 1.9M reactions from USPTO patents (1976-2016). (1) Given the reactants [S:1]1[C:5]2[CH:6]=[CH:7][C:8](B3OC(C)(C)C(C)(C)O3)=[CH:9][C:4]=2[N:3]=[CH:2]1.C1(P(C2C=CC=CC=2)C2C=CC=CC=2)C=CC=CC=1.[CH2:38]([O:40][C:41](=[O:77])[CH2:42][CH2:43][CH2:44][O:45][C:46]1[CH:51]=[CH:50][CH:49]=[C:48]([CH2:52][CH2:53][CH2:54][CH2:55][CH2:56][CH2:57][O:58][C:59]2[CH:64]=[C:63]([S:65]([CH3:68])(=[O:67])=[O:66])[CH:62]=[C:61](I)[CH:60]=2)[C:47]=1[CH2:70][CH2:71][C:72]([O:74][CH2:75][CH3:76])=[O:73])[CH3:39].P([O-])([O-])([O-])=O.[K+].[K+].[K+], predict the reaction product. The product is: [CH2:38]([O:40][C:41](=[O:77])[CH2:42][CH2:43][CH2:44][O:45][C:46]1[CH:51]=[CH:50][CH:49]=[C:48]([CH2:52][CH2:53][CH2:54][CH2:55][CH2:56][CH2:57][O:58][C:59]2[CH:64]=[C:63]([S:65]([CH3:68])(=[O:67])=[O:66])[CH:62]=[C:61]([C:8]3[CH:7]=[CH:6][C:5]4[S:1][CH:2]=[N:3][C:4]=4[CH:9]=3)[CH:60]=2)[C:47]=1[CH2:70][CH2:71][C:72]([O:74][CH2:75][CH3:76])=[O:73])[CH3:39]. (2) Given the reactants [CH2:1]([C:3]1[N:7]([C:8]2[N:16]=[C:15]3[C:11]([N:12]=[C:13]([CH:18]=O)[N:14]3[CH3:17])=[C:10]([N:20]3[CH2:25][CH2:24][O:23][CH2:22][CH2:21]3)[N:9]=2)[C:6]2[CH:26]=[CH:27][CH:28]=[CH:29][C:5]=2[N:4]=1)[CH3:2].FC(F)(F)C(O)=O.[CH2:37]1[C:40]2([CH2:45][CH2:44][NH:43][CH2:42][CH2:41]2)[CH2:39][O:38]1.COC(OC)OC.C(O)(=O)C.C(O[BH-](OC(=O)C)OC(=O)C)(=O)C.[Na+], predict the reaction product. The product is: [CH2:1]([C:3]1[N:7]([C:8]2[N:16]=[C:15]3[C:11]([N:12]=[C:13]([CH2:18][N:43]4[CH2:44][CH2:45][C:40]5([CH2:37][O:38][CH2:39]5)[CH2:41][CH2:42]4)[N:14]3[CH3:17])=[C:10]([N:20]3[CH2:25][CH2:24][O:23][CH2:22][CH2:21]3)[N:9]=2)[C:6]2[CH:26]=[CH:27][CH:28]=[CH:29][C:5]=2[N:4]=1)[CH3:2]. (3) Given the reactants [CH3:1][C:2]1[CH:7]=[C:6]([N+:8]([O-:10])=[O:9])[CH:5]=[CH:4][C:3]=1[N:11]=[C:12]1[S:16][CH2:15][C:14]2([CH2:20][CH2:19][CH2:18][CH2:17]2)[NH:13]1.[CH:21](Br)([CH3:23])[CH3:22], predict the reaction product. The product is: [CH3:1][C:2]1[CH:7]=[C:6]([N+:8]([O-:10])=[O:9])[CH:5]=[CH:4][C:3]=1[N:11]=[C:12]1[S:16][CH2:15][C:14]2([CH2:17][CH2:18][CH2:19][CH2:20]2)[N:13]1[CH:21]([CH3:23])[CH3:22]. (4) Given the reactants [CH:1]1([CH2:6][CH:7]([N:11]2[C:16](=[O:17])[CH:15]=[C:14]([O:18][C:19]3[CH:24]=[CH:23][CH:22]=[CH:21][C:20]=3[S:25]([CH3:28])(=[O:27])=[O:26])[CH:13]=[N:12]2)[C:8]([OH:10])=O)[CH2:5][CH2:4][CH2:3][CH2:2]1.[NH2:29][C:30]1[CH:34]=[CH:33][N:32]([CH2:35][C:36]([CH3:39])([OH:38])[CH3:37])[N:31]=1, predict the reaction product. The product is: [CH:1]1([CH2:6][CH:7]([N:11]2[C:16](=[O:17])[CH:15]=[C:14]([O:18][C:19]3[CH:24]=[CH:23][CH:22]=[CH:21][C:20]=3[S:25]([CH3:28])(=[O:27])=[O:26])[CH:13]=[N:12]2)[C:8]([NH:29][C:30]2[CH:34]=[CH:33][N:32]([CH2:35][C:36]([OH:38])([CH3:37])[CH3:39])[N:31]=2)=[O:10])[CH2:2][CH2:3][CH2:4][CH2:5]1. (5) Given the reactants [NH2:1][C:2]1[N:7]=[CH:6][C:5]([C:8]2[CH:9]=[N:10][N:11]([C@@H:13]3[CH2:17][NH:16][C@H:15]([C:18]([OH:20])=O)[CH2:14]3)[CH:12]=2)=[CH:4][C:3]=1[C:21]1[S:22][C:23]2[CH:29]=[CH:28][CH:27]=[CH:26][C:24]=2[N:25]=1.Cl.[CH3:31][NH:32][CH3:33].CCN(C(C)C)C(C)C.CN(C(ON1N=NC2C=CC=CC1=2)=[N+](C)C)C.[B-](F)(F)(F)F, predict the reaction product. The product is: [CH3:31][N:32]([CH3:33])[C:18]([C@@H:15]1[CH2:14][C@H:13]([N:11]2[CH:12]=[C:8]([C:5]3[CH:6]=[N:7][C:2]([NH2:1])=[C:3]([C:21]4[S:22][C:23]5[CH:29]=[CH:28][CH:27]=[CH:26][C:24]=5[N:25]=4)[CH:4]=3)[CH:9]=[N:10]2)[CH2:17][NH:16]1)=[O:20]. (6) Given the reactants [OH:1][C:2]1[CH:9]=[C:8]([O:10][CH2:11][O:12][CH3:13])[CH:7]=[CH:6][C:3]=1[CH:4]=O.[CH2:14](Br)[C:15]1[CH:20]=[CH:19][CH:18]=[CH:17][CH:16]=1.C(=O)([O-])[O-].[K+].[K+].C(OP([CH2:36][C:37]([O:39][CH2:40][CH3:41])=[O:38])(OCC)=O)C.[H-].[Na+].[Cl-].[NH4+], predict the reaction product. The product is: [CH2:14]([O:1][C:2]1[CH:9]=[C:8]([O:10][CH2:11][O:12][CH3:13])[CH:7]=[CH:6][C:3]=1/[CH:4]=[CH:36]/[C:37]([O:39][CH2:40][CH3:41])=[O:38])[C:15]1[CH:20]=[CH:19][CH:18]=[CH:17][CH:16]=1. (7) Given the reactants [CH3:1][O:2][C:3](=[O:30])[CH2:4][C:5]1[CH:10]=[CH:9][CH:8]=[C:7]([O:11][CH2:12][CH2:13][CH2:14][NH:15][CH2:16][CH:17]([C:24]2[CH:29]=[CH:28][CH:27]=[CH:26][CH:25]=2)[C:18]2[CH:23]=[CH:22][CH:21]=[CH:20][CH:19]=2)[CH:6]=1.[F:31][C:32]([F:43])([F:42])[O:33][C:34]1[CH:35]=[C:36]([CH:39]=[CH:40][CH:41]=1)[CH2:37]Br.C(=O)([O-])[O-].[K+].[K+], predict the reaction product. The product is: [CH3:1][O:2][C:3](=[O:30])[CH2:4][C:5]1[CH:10]=[CH:9][CH:8]=[C:7]([O:11][CH2:12][CH2:13][CH2:14][N:15]([CH2:16][CH:17]([C:24]2[CH:29]=[CH:28][CH:27]=[CH:26][CH:25]=2)[C:18]2[CH:19]=[CH:20][CH:21]=[CH:22][CH:23]=2)[CH2:37][C:36]2[CH:39]=[CH:40][CH:41]=[C:34]([O:33][C:32]([F:31])([F:42])[F:43])[CH:35]=2)[CH:6]=1. (8) Given the reactants Cl[C:2]1[N:7]2[N:8]=[CH:9][C:10]([C:11]([O:13][CH2:14][CH3:15])=[O:12])=[C:6]2[N:5]=[CH:4][C:3]=1[C:16]([O:18][CH3:19])=[O:17].[CH3:20][C:21]1[CH:27]=[CH:26][C:25]([CH3:28])=[CH:24][C:22]=1[NH2:23], predict the reaction product. The product is: [CH3:20][C:21]1[CH:27]=[CH:26][C:25]([CH3:28])=[CH:24][C:22]=1[NH:23][C:2]1[N:7]2[N:8]=[CH:9][C:10]([C:11]([O:13][CH2:14][CH3:15])=[O:12])=[C:6]2[N:5]=[CH:4][C:3]=1[C:16]([O:18][CH3:19])=[O:17]. (9) Given the reactants [C:1]1([CH:7]([C:9]2[C:17]3[C:12](=[CH:13][N:14]=[CH:15][CH:16]=3)[NH:11][CH:10]=2)[OH:8])[CH:6]=[CH:5][CH:4]=[CH:3][CH:2]=1, predict the reaction product. The product is: [C:1]1([C:7]([C:9]2[C:17]3[C:12](=[CH:13][N:14]=[CH:15][CH:16]=3)[NH:11][CH:10]=2)=[O:8])[CH:2]=[CH:3][CH:4]=[CH:5][CH:6]=1. (10) Given the reactants [NH2:1][CH2:2][CH2:3][O:4][CH2:5][CH2:6][O:7][CH2:8][CH2:9][O:10][CH2:11][CH2:12][NH:13][S:14]([C:17]1[CH:22]=[CH:21][C:20]([CH:23]2[C:32]3[C:27](=[C:28]([Cl:34])[CH:29]=[C:30]([Cl:33])[CH:31]=3)[CH2:26][N:25]([CH3:35])[CH2:24]2)=[CH:19][CH:18]=1)(=[O:16])=[O:15].C(O[N:51]1[C:55](=[O:56])[CH2:54][CH2:53][C:52]1=[O:57])(=O)CCC(O[N:51]1[C:55](=[O:56])[CH2:54][CH2:53][C:52]1=[O:57])=O.[CH2:58]([N:60]([CH2:63][CH3:64])[CH2:61][CH3:62])C, predict the reaction product. The product is: [Cl:33][C:30]1[CH:31]=[C:32]2[C:27](=[C:28]([Cl:34])[CH:29]=1)[CH2:26][N:25]([CH3:35])[CH2:24][CH:23]2[C:20]1[CH:19]=[CH:18][C:17]([S:14]([NH:13][CH2:12][CH2:11][O:10][CH2:9][CH2:8][O:7][CH2:6][CH2:5][O:4][CH2:3][CH2:2][NH:1][C:52](=[O:57])[CH2:53][CH2:54][C:55]([NH:51][CH2:2][CH2:3][O:4][CH2:5][CH2:6][O:7][CH2:8][CH2:9][O:10][CH2:11][CH2:12][NH:13][S:14]([C:17]2[CH:18]=[CH:19][C:20]([CH:62]3[C:32]4[C:64](=[C:28]([Cl:34])[CH:29]=[C:30]([Cl:33])[CH:31]=4)[CH2:63][N:60]([CH3:58])[CH2:61]3)=[CH:21][CH:22]=2)(=[O:16])=[O:15])=[O:56])(=[O:16])=[O:15])=[CH:22][CH:21]=1.